This data is from Catalyst prediction with 721,799 reactions and 888 catalyst types from USPTO. The task is: Predict which catalyst facilitates the given reaction. Reactant: [Br:1][C:2]1[CH:7]=[C:6]([Cl:8])[CH:5]=[C:4]([CH2:9][C:10]2[CH2:14][CH2:13][CH2:12][CH:11]=2)[C:3]=1[OH:15]. Product: [Br:1][C:2]1[C:3]2[O:15][C:10]3([CH2:14][CH2:13][CH2:12][CH2:11]3)[CH2:9][C:4]=2[CH:5]=[C:6]([Cl:8])[CH:7]=1. The catalyst class is: 11.